This data is from NCI-60 drug combinations with 297,098 pairs across 59 cell lines. The task is: Regression. Given two drug SMILES strings and cell line genomic features, predict the synergy score measuring deviation from expected non-interaction effect. (1) Drug 1: CC1=C2C(C(=O)C3(C(CC4C(C3C(C(C2(C)C)(CC1OC(=O)C(C(C5=CC=CC=C5)NC(=O)C6=CC=CC=C6)O)O)OC(=O)C7=CC=CC=C7)(CO4)OC(=O)C)O)C)OC(=O)C. Drug 2: CN(C(=O)NC(C=O)C(C(C(CO)O)O)O)N=O. Cell line: SF-539. Synergy scores: CSS=17.9, Synergy_ZIP=-0.758, Synergy_Bliss=-2.06, Synergy_Loewe=-47.8, Synergy_HSA=-0.997. (2) Drug 1: CC1OCC2C(O1)C(C(C(O2)OC3C4COC(=O)C4C(C5=CC6=C(C=C35)OCO6)C7=CC(=C(C(=C7)OC)O)OC)O)O. Drug 2: CCN(CC)CCCC(C)NC1=C2C=C(C=CC2=NC3=C1C=CC(=C3)Cl)OC. Cell line: SNB-19. Synergy scores: CSS=43.6, Synergy_ZIP=-1.79, Synergy_Bliss=3.98, Synergy_Loewe=-1.81, Synergy_HSA=5.78.